Predict which catalyst facilitates the given reaction. From a dataset of Catalyst prediction with 721,799 reactions and 888 catalyst types from USPTO. (1) Reactant: [CH3:1][O:2][C:3]1[CH:4]=[C:5]2[C:10](=[CH:11][C:12]=1[O:13][CH3:14])[N:9]=[CH:8][N:7]=[C:6]2[O:15][C:16]1[CH:22]=[CH:21][C:19]([NH2:20])=[CH:18][CH:17]=1.Cl[C:24](Cl)([O:26]C(=O)OC(Cl)(Cl)Cl)Cl.[CH3:35][CH2:36][CH:37]([OH:40])[CH2:38][CH3:39].C(=O)(O)[O-].[Na+]. The catalyst class is: 208. Product: [CH3:1][O:2][C:3]1[CH:4]=[C:5]2[C:10](=[CH:11][C:12]=1[O:13][CH3:14])[N:9]=[CH:8][N:7]=[C:6]2[O:15][C:16]1[CH:22]=[CH:21][C:19]([NH:20][C:24](=[O:26])[O:40][CH:37]([CH2:38][CH3:39])[CH2:36][CH3:35])=[CH:18][CH:17]=1. (2) Reactant: [CH:1]1([N:5]2[CH2:10][CH2:9][N:8]([C:11]3[C:12]([C:22](=O)[CH3:23])=[CH:13][C:14]([F:21])=[C:15]4[C:20]=3[N:19]=[CH:18][CH:17]=[CH:16]4)[CH2:7][CH2:6]2)[CH2:4][CH2:3][CH2:2]1.C([O-])(=O)C.[NH4+].C([BH3-])#[N:31].[Na+]. Product: [CH:1]1([N:5]2[CH2:10][CH2:9][N:8]([C:11]3[C:12]([CH:22]([NH2:31])[CH3:23])=[CH:13][C:14]([F:21])=[C:15]4[C:20]=3[N:19]=[CH:18][CH:17]=[CH:16]4)[CH2:7][CH2:6]2)[CH2:4][CH2:3][CH2:2]1. The catalyst class is: 449. (3) Reactant: C[O:2][C:3](=[O:33])[CH2:4][CH2:5][C:6]1[CH:11]=[CH:10][C:9]([N:12]([CH2:25][C:26]2[CH:31]=[CH:30][CH:29]=[C:28]([OH:32])[CH:27]=2)[S:13]([C:16]2[C:21]([CH3:22])=[CH:20][C:19]([CH3:23])=[CH:18][C:17]=2[CH3:24])(=[O:15])=[O:14])=[CH:8][CH:7]=1.[OH-].[Na+].Cl. Product: [OH:32][C:28]1[CH:27]=[C:26]([CH:31]=[CH:30][CH:29]=1)[CH2:25][N:12]([S:13]([C:16]1[C:17]([CH3:24])=[CH:18][C:19]([CH3:23])=[CH:20][C:21]=1[CH3:22])(=[O:15])=[O:14])[C:9]1[CH:10]=[CH:11][C:6]([CH2:5][CH2:4][C:3]([OH:33])=[O:2])=[CH:7][CH:8]=1. The catalyst class is: 30.